This data is from Full USPTO retrosynthesis dataset with 1.9M reactions from patents (1976-2016). The task is: Predict the reactants needed to synthesize the given product. Given the product [CH3:6][CH:5]([CH3:7])[CH2:4][CH:3]([NH:8][C:9](=[O:15])[O:10][C:11]([CH3:14])([CH3:13])[CH3:12])[CH:2]=[O:1], predict the reactants needed to synthesize it. The reactants are: [OH:1][CH2:2][CH:3]([NH:8][C:9](=[O:15])[O:10][C:11]([CH3:14])([CH3:13])[CH3:12])[CH2:4][CH:5]([CH3:7])[CH3:6].I(C1C=CC=CC=1C(O)=O)(=O)=O.O.